Dataset: Forward reaction prediction with 1.9M reactions from USPTO patents (1976-2016). Task: Predict the product of the given reaction. (1) Given the reactants [C:1]([C:3]([O:5][C:6]1[CH:11]=[CH:10][CH:9]=[CH:8][CH:7]=1)=[O:4])#[CH:2], predict the reaction product. The product is: [C:1]1([C:3]([O:5][C:6]2[CH:11]=[CH:10][CH:9]=[CH:8][CH:7]=2)=[O:4])[CH:2]=[C:1]([C:3]([O:5][C:6]2[CH:11]=[CH:10][CH:9]=[CH:8][CH:7]=2)=[O:4])[CH:2]=[C:1]([C:3]([O:5][C:6]2[CH:11]=[CH:10][CH:9]=[CH:8][CH:7]=2)=[O:4])[CH:2]=1. (2) Given the reactants ClCCl.[C:4]([C:7]1[CH:19]=[CH:18][C:10]2[O:11][C:12]([CH3:17])([CH3:16])[O:13][C:14](=[O:15])[C:9]=2[CH:8]=1)(=[O:6])[CH3:5].[Br:20]Br, predict the reaction product. The product is: [Br:20][CH2:5][C:4]([C:7]1[CH:19]=[CH:18][C:10]2[O:11][C:12]([CH3:16])([CH3:17])[O:13][C:14](=[O:15])[C:9]=2[CH:8]=1)=[O:6].